Task: Predict the product of the given reaction.. Dataset: Forward reaction prediction with 1.9M reactions from USPTO patents (1976-2016) (1) Given the reactants [F:1][C:2]1[C:11]2[N:10]3[CH2:12][CH2:13][CH2:14][CH:9]3[CH2:8][O:7][C:6]=2[CH:5]=[C:4]([NH2:15])[CH:3]=1.C[Al](C)C.N#N.[NH:22](/[C:26](/[CH3:32])=[CH:27]\[C:28](OC)=[O:29])[C:23]([CH3:25])=O, predict the reaction product. The product is: [F:1][C:2]1[C:11]2[N:10]3[CH2:12][CH2:13][CH2:14][CH:9]3[CH2:8][O:7][C:6]=2[CH:5]=[C:4]([N:15]2[C:28](=[O:29])[CH:27]=[C:26]([CH3:32])[N:22]=[C:23]2[CH3:25])[CH:3]=1. (2) Given the reactants [SH:1][C:2]1[C:3]([C:8]#[N:9])=[N:4][CH:5]=[CH:6][CH:7]=1.[Br:10]Br, predict the reaction product. The product is: [Br:10][C:8]1[C:3]2=[N:4][CH:5]=[CH:6][CH:7]=[C:2]2[S:1][N:9]=1. (3) Given the reactants [N:1]1[C:10]2[C:5](=[N:6][CH:7]=[CH:8][CH:9]=2)[CH:4]=[CH:3][C:2]=1[CH2:11][O:12][C:13]1[CH:18]=[CH:17][C:16]([C:19]2[C:23]([C:24]3[CH:29]=[CH:28][N:27]=[CH:26][CH:25]=3)=[CH:22][N:21]([CH2:30][CH2:31][OH:32])[N:20]=2)=[CH:15][CH:14]=1.N1C=CC=CC=1.[CH3:39][S:40](Cl)(=[O:42])=[O:41], predict the reaction product. The product is: [CH3:39][S:40]([O:32][CH2:31][CH2:30][N:21]1[CH:22]=[C:23]([C:24]2[CH:29]=[CH:28][N:27]=[CH:26][CH:25]=2)[C:19]([C:16]2[CH:15]=[CH:14][C:13]([O:12][CH2:11][C:2]3[CH:3]=[CH:4][C:5]4[C:10](=[CH:9][CH:8]=[CH:7][N:6]=4)[N:1]=3)=[CH:18][CH:17]=2)=[N:20]1)(=[O:42])=[O:41]. (4) Given the reactants [F:1][C:2]1[C:10]([NH:11]C(=O)C)=[CH:9][CH:8]=[C:7]2[C:3]=1[CH2:4][CH2:5][C:6]2=[O:15].[OH-].[Na+], predict the reaction product. The product is: [NH2:11][C:10]1[C:2]([F:1])=[C:3]2[C:7](=[CH:8][CH:9]=1)[C:6](=[O:15])[CH2:5][CH2:4]2. (5) The product is: [C:16]([C@@:13]1([CH3:19])[CH2:14][CH2:15][N:11]([C:9]([O:8][CH2:1][C:2]2[CH:7]=[CH:6][CH:5]=[CH:4][CH:3]=2)=[O:10])[CH2:12]1)(=[O:17])[NH2:35]. Given the reactants [CH2:1]([O:8][C:9]([N:11]1[CH2:15][CH2:14][C@:13]([CH3:19])([C:16](O)=[O:17])[CH2:12]1)=[O:10])[C:2]1[CH:7]=[CH:6][CH:5]=[CH:4][CH:3]=1.CC(OC(OC(OC(C)(C)C)=O)=O)(C)C.[N:35]1C=CC=CC=1.[NH4+].[OH-].O, predict the reaction product. (6) Given the reactants [Cl:1][C:2]1[N:7]=[C:6]([NH:8][C@H:9]2[CH2:16][CH2:15][CH2:14][C@:11]3([O:13][CH2:12]3)[CH2:10]2)[C:5]([F:17])=[CH:4][N:3]=1.[OH-].[NH4+:19], predict the reaction product. The product is: [NH2:19][CH2:12][C@:11]1([OH:13])[CH2:14][CH2:15][CH2:16][C@H:9]([NH:8][C:6]2[C:5]([F:17])=[CH:4][N:3]=[C:2]([Cl:1])[N:7]=2)[CH2:10]1. (7) Given the reactants [CH3:1][O:2][C:3](=[O:19])[CH:4]([NH:8][C:9](=[O:18])[C:10]1[C:15]([Cl:16])=[CH:14][CH:13]=[CH:12][C:11]=1[Cl:17])[CH2:5][CH:6]=[CH2:7].[CH:20]1([CH2:23][N:24]([C:31]2[CH:36]=[CH:35][C:34](I)=[CH:33][CH:32]=2)[C:25]2[N:30]=[CH:29][CH:28]=[CH:27][N:26]=2)[CH2:22][CH2:21]1, predict the reaction product. The product is: [CH3:1][O:2][C:3](=[O:19])[CH:4]([NH:8][C:9](=[O:18])[C:10]1[C:11]([Cl:17])=[CH:12][CH:13]=[CH:14][C:15]=1[Cl:16])[CH2:5]/[CH:6]=[CH:7]/[C:34]1[CH:35]=[CH:36][C:31]([N:24]([CH2:23][CH:20]2[CH2:21][CH2:22]2)[C:25]2[N:26]=[CH:27][CH:28]=[CH:29][N:30]=2)=[CH:32][CH:33]=1.